This data is from Reaction yield outcomes from USPTO patents with 853,638 reactions. The task is: Predict the reaction yield, written as a fraction of the theoretical maximum amount of product (1.0 means a 100% yield; for example, 0.34 means a 34% yield). The reactants are [C:1]([O:5][C:6]([N:8]1[C:16]2[C:11](=[CH:12][C:13](Br)=[C:14]([F:17])[CH:15]=2)[CH:10]=[CH:9]1)=[O:7])([CH3:4])([CH3:3])[CH3:2].[CH2:19]([OH:24])[CH2:20][CH2:21][C:22]#[CH:23].O.Cl. The catalyst is N1CCCCC1.C1C=CC([P]([Pd]([P](C2C=CC=CC=2)(C2C=CC=CC=2)C2C=CC=CC=2)([P](C2C=CC=CC=2)(C2C=CC=CC=2)C2C=CC=CC=2)[P](C2C=CC=CC=2)(C2C=CC=CC=2)C2C=CC=CC=2)(C2C=CC=CC=2)C2C=CC=CC=2)=CC=1.[Cu]I. The product is [C:1]([O:5][C:6]([N:8]1[C:16]2[C:11](=[CH:12][C:13]([C:23]#[C:22][CH2:21][CH2:20][CH2:19][OH:24])=[C:14]([F:17])[CH:15]=2)[CH:10]=[CH:9]1)=[O:7])([CH3:4])([CH3:3])[CH3:2]. The yield is 0.850.